From a dataset of Catalyst prediction with 721,799 reactions and 888 catalyst types from USPTO. Predict which catalyst facilitates the given reaction. (1) Reactant: Br[C:2]1[CH:11]=[C:10]2[C:5]([N:6]=[CH:7][CH:8]=[N:9]2)=[C:4]([C:12]([NH:14][CH2:15][C:16]([O:18][CH2:19][CH3:20])=[O:17])=[O:13])[C:3]=1[OH:21].[Br:22][C:23]1[CH:24]=[C:25](B(O)O)[CH:26]=[C:27]([F:29])[CH:28]=1.C(=O)([O-])[O-].[K+].[K+].BrC1C=C(C2C=C(F)C=C(C3C=C4C(N=CC=N4)=C(C(NCC(OCC)=O)=O)C=3O)C=2)C=C(F)C=1. Product: [Br:22][C:23]1[CH:24]=[C:25]([C:2]2[CH:11]=[C:10]3[C:5]([N:6]=[CH:7][CH:8]=[N:9]3)=[C:4]([C:12]([NH:14][CH2:15][C:16]([O:18][CH2:19][CH3:20])=[O:17])=[O:13])[C:3]=2[OH:21])[CH:26]=[C:27]([F:29])[CH:28]=1. The catalyst class is: 70. (2) Product: [NH2:1][CH2:2][C:3]([O:5][CH2:9][CH:8]([CH2:6][CH3:7])[CH2:11][CH2:12][CH2:13][CH3:14])=[O:4]. Reactant: [NH2:1][CH2:2][C:3]([OH:5])=[O:4].[CH2:6]([CH:8]([CH2:11][CH2:12][CH2:13][CH3:14])[CH2:9]O)[CH3:7].S(=O)(=O)(O)O. The catalyst class is: 11. (3) Product: [CH2:23]([NH:30][CH2:20][C:11]1[C:10](=[O:22])[N:9]([O:8][CH2:1][C:2]2[CH:7]=[CH:6][CH:5]=[CH:4][CH:3]=2)[C:14]2[N:15]=[CH:16][N:17]=[CH:18][C:13]=2[C:12]=1[OH:19])[C:24]1[CH:29]=[CH:28][CH:27]=[CH:26][CH:25]=1. The catalyst class is: 34. Reactant: [CH2:1]([O:8][N:9]1[C:14]2[N:15]=[CH:16][N:17]=[CH:18][C:13]=2[C:12]([OH:19])=[C:11]([CH:20]=O)[C:10]1=[O:22])[C:2]1[CH:7]=[CH:6][CH:5]=[CH:4][CH:3]=1.[CH2:23]([NH2:30])[C:24]1[CH:29]=[CH:28][CH:27]=[CH:26][CH:25]=1.C(O[BH-](OC(=O)C)OC(=O)C)(=O)C.[Na+].C(OCC)(=O)C.